From a dataset of Forward reaction prediction with 1.9M reactions from USPTO patents (1976-2016). Predict the product of the given reaction. (1) Given the reactants [CH2:1]([O:3][CH:4]([O:21][CH2:22][CH3:23])[C:5]1[O:13][C:12]2[C:11]([C:14]3[CH:15]=[C:16]([OH:20])[CH:17]=[CH:18][CH:19]=3)=[CH:10][N:9]=[CH:8][C:7]=2[CH:6]=1)[CH3:2].Br[C:25]1[CH:30]=[CH:29][N:28]=[CH:27][CH:26]=1.C(=O)([O-])[O-].[Cs+].[Cs+].[I-].[K+], predict the reaction product. The product is: [CH2:22]([O:21][CH:4]([O:3][CH2:1][CH3:2])[C:5]1[O:13][C:12]2[C:11]([C:14]3[CH:19]=[CH:18][CH:17]=[C:16]([O:20][C:25]4[CH:30]=[CH:29][N:28]=[CH:27][CH:26]=4)[CH:15]=3)=[CH:10][N:9]=[CH:8][C:7]=2[CH:6]=1)[CH3:23]. (2) Given the reactants C([O:5][C:6]([C:8]1[CH:9]=[C:10]([CH:28]=[CH:29][CH:30]=1)[CH:11]=[C:12]1[S:16][C:15](=[O:17])[N:14]([CH2:18][C:19]2[CH:24]=[CH:23][C:22]([Cl:25])=[C:21]([Cl:26])[CH:20]=2)[C:13]1=[O:27])=[O:7])(C)(C)C.C(O)=O, predict the reaction product. The product is: [C:6]([C:8]1[CH:9]=[C:10]([CH:28]=[CH:29][CH:30]=1)[CH:11]=[C:12]1[S:16][C:15](=[O:17])[N:14]([CH2:18][C:19]2[CH:24]=[CH:23][C:22]([Cl:25])=[C:21]([Cl:26])[CH:20]=2)[C:13]1=[O:27])([OH:7])=[O:5]. (3) Given the reactants [NH2:1][C:2]1[CH:7]=[CH:6][C:5](CC([O-])=O)=[CH:4][C:3]=1[OH:12].[C:13]([O:16][C:17]1[CH:29]=[C:28]([CH:30]=O)[CH:27]=[CH:26][C:18]=1[O:19][CH2:20][C:21]([O:23][CH2:24][CH3:25])=[O:22])(=[O:15])[CH3:14].CCN(CC)CC.[BH-]([O:40][C:41]([CH3:43])=[O:42])([O:40][C:41]([CH3:43])=[O:42])[O:40][C:41]([CH3:43])=[O:42].[Na+], predict the reaction product. The product is: [C:13]([O:16][C:17]1[CH:29]=[C:28]([CH2:30][NH:1][C:2]2[CH:7]=[CH:6][C:5]([O:42][C:41](=[O:40])[CH3:43])=[CH:4][C:3]=2[OH:12])[CH:27]=[CH:26][C:18]=1[O:19][CH2:20][C:21]([O:23][CH2:24][CH3:25])=[O:22])(=[O:15])[CH3:14]. (4) Given the reactants [C:1]([N:4]1[C:13]2[C:8](=[CH:9][C:10]([C:14]3[CH:23]=[CH:22][C:17]([C:18]([O:20]C)=[O:19])=[CH:16][CH:15]=3)=[CH:11][CH:12]=2)[C@H:7]([NH:24][C:25]([O:27][C:28]([CH3:31])([CH3:30])[CH3:29])=[O:26])[CH2:6][C@@H:5]1[CH3:32])(=[O:3])[CH3:2].[OH-].[Li+].C(O)(=O)C, predict the reaction product. The product is: [C:1]([N:4]1[C:13]2[C:8](=[CH:9][C:10]([C:14]3[CH:23]=[CH:22][C:17]([C:18]([OH:20])=[O:19])=[CH:16][CH:15]=3)=[CH:11][CH:12]=2)[C@H:7]([NH:24][C:25]([O:27][C:28]([CH3:31])([CH3:30])[CH3:29])=[O:26])[CH2:6][C@@H:5]1[CH3:32])(=[O:3])[CH3:2]. (5) Given the reactants [CH3:1][C@@H:2]1[N:7]([C:8]2[C:9]3[CH2:24][CH2:23][NH:22][CH2:21][C:10]=3[N:11]=[C:12]([C:14]3[CH:15]=[N:16][C:17]([NH2:20])=[N:18][CH:19]=3)[N:13]=2)[CH2:6][CH2:5][O:4][CH2:3]1.[CH:25](Br)([CH3:27])[CH3:26], predict the reaction product. The product is: [CH:25]([N:22]1[CH2:23][CH2:24][C:9]2[C:8]([N:7]3[CH2:6][CH2:5][O:4][CH2:3][C@@H:2]3[CH3:1])=[N:13][C:12]([C:14]3[CH:15]=[N:16][C:17]([NH2:20])=[N:18][CH:19]=3)=[N:11][C:10]=2[CH2:21]1)([CH3:27])[CH3:26]. (6) Given the reactants [CH:1]1([OH:7])[CH2:6][CH2:5][CH2:4][CH2:3][CH2:2]1.[H-].[Na+].[NH2:10][C:11]1[CH:18]=[CH:17][CH:16]=[C:15](F)[C:12]=1[C:13]#[N:14], predict the reaction product. The product is: [NH2:10][C:11]1[CH:18]=[CH:17][CH:16]=[C:15]([O:7][CH:1]2[CH2:6][CH2:5][CH2:4][CH2:3][CH2:2]2)[C:12]=1[C:13]#[N:14]. (7) Given the reactants [F:1][C:2]1[CH:7]=[CH:6][C:5]([C:8](=O)[CH2:9][C:10]2[CH:15]=[CH:14][CH:13]=[CH:12][CH:11]=2)=[CH:4][C:3]=1[O:17][CH3:18].[CH3:19][C:20]([S@:23]([NH2:25])=[O:24])([CH3:22])[CH3:21], predict the reaction product. The product is: [F:1][C:2]1[CH:7]=[CH:6][C:5](/[C:8](=[N:25]/[S@@:23]([C:20]([CH3:22])([CH3:21])[CH3:19])=[O:24])/[CH2:9][C:10]2[CH:15]=[CH:14][CH:13]=[CH:12][CH:11]=2)=[CH:4][C:3]=1[O:17][CH3:18]. (8) Given the reactants [Cl:1][C:2]1[N:6]2[C:7](=[O:18])[N:8]([C:12]3[CH:17]=[CH:16][CH:15]=[CH:14][CH:13]=3)[C:9]([CH3:11])=[CH:10][C:5]2=[N:4][CH:3]=1.[O:19]1CCOCC1, predict the reaction product. The product is: [Cl:1][C:2]1[N:6]2[C:7](=[O:18])[N:8]([C:12]3[CH:13]=[CH:14][CH:15]=[CH:16][CH:17]=3)[C:9]([CH:11]=[O:19])=[CH:10][C:5]2=[N:4][CH:3]=1. (9) Given the reactants [CH3:1][O:2][C:3]1[CH:4]=[C:5]([CH:32]=[CH:33][C:34]=1[O:35][CH3:36])[CH2:6][CH:7]1[C:13]2[CH:14]=[C:15]([O:20][CH3:21])[C:16]([O:18][CH3:19])=[CH:17][C:12]=2[CH2:11][CH2:10][CH2:9][N:8]1[CH:22]([C:26]1[CH:31]=[CH:30][CH:29]=[CH:28][CH:27]=1)[C:23]([OH:25])=O.[Cl-].[NH4+:38], predict the reaction product. The product is: [CH3:1][O:2][C:3]1[CH:4]=[C:5]([CH:32]=[CH:33][C:34]=1[O:35][CH3:36])[CH2:6][CH:7]1[C:13]2[CH:14]=[C:15]([O:20][CH3:21])[C:16]([O:18][CH3:19])=[CH:17][C:12]=2[CH2:11][CH2:10][CH2:9][N:8]1[CH:22]([C:26]1[CH:27]=[CH:28][CH:29]=[CH:30][CH:31]=1)[C:23]([NH2:38])=[O:25].